Task: Predict the product of the given reaction.. Dataset: Forward reaction prediction with 1.9M reactions from USPTO patents (1976-2016) (1) Given the reactants [CH2:1]([C:3]1[CH:8]=[CH:7][C:6]([OH:9])=[CH:5][C:4]=1[CH:10]1[C:18](=[O:19])[CH:17]2[CH:12]([CH:13]3[CH2:21][CH2:20][CH:16]2[CH2:15][CH2:14]3)[C:11]1=[O:22])[CH3:2].C(=O)([O-])[O-].[K+].[K+].Cl[C:30]1[CH:39]=[N:38][C:37]2[C:32](=[CH:33][CH:34]=[C:35]([Cl:40])[CH:36]=2)[N:31]=1.Cl, predict the reaction product. The product is: [Cl:40][C:35]1[CH:36]=[C:37]2[C:32](=[CH:33][CH:34]=1)[N:31]=[C:30]([O:9][C:6]1[CH:7]=[CH:8][C:3]([CH2:1][CH3:2])=[C:4]([CH:10]3[C:18](=[O:19])[CH:17]4[CH:12]([CH:13]5[CH2:21][CH2:20][CH:16]4[CH2:15][CH2:14]5)[C:11]3=[O:22])[CH:5]=1)[CH:39]=[N:38]2. (2) Given the reactants [N:1]1([CH2:7][CH2:8][NH2:9])[CH2:6][CH2:5][CH2:4][CH2:3][CH2:2]1.Cl[C:11]1[N:12]=[N+:13]([O-:22])[C:14]2[C:20]([CH3:21])=[CH:19][CH:18]=[CH:17][C:15]=2[N:16]=1, predict the reaction product. The product is: [CH3:21][C:20]1[C:14]2[N+:13]([O-:22])=[N:12][C:11]([NH:9][CH2:8][CH2:7][N:1]3[CH2:6][CH2:5][CH2:4][CH2:3][CH2:2]3)=[N:16][C:15]=2[CH:17]=[CH:18][CH:19]=1.